From a dataset of Reaction yield outcomes from USPTO patents with 853,638 reactions. Predict the reaction yield, written as a fraction of the theoretical maximum amount of product (1.0 means a 100% yield; for example, 0.34 means a 34% yield). The reactants are [CH3:1][C:2]1[S:29][C:5]2[O:6][C:7]3[CH:27]=[C:26]([CH3:28])[CH:25]=[CH:24][C:8]=3[N:9]=[C:10]([N:11]3[CH2:16][CH2:15][N:14]([CH2:17][C:18]([CH3:23])([CH3:22])[C:19]([OH:21])=[O:20])[CH2:13][CH2:12]3)[C:4]=2[CH:3]=1.[ClH:30].O1CCOCC1. The catalyst is C(O)(C)C. The product is [ClH:30].[ClH:30].[CH3:1][C:2]1[S:29][C:5]2[O:6][C:7]3[CH:27]=[C:26]([CH3:28])[CH:25]=[CH:24][C:8]=3[N:9]=[C:10]([N:11]3[CH2:16][CH2:15][N:14]([CH2:17][C:18]([CH3:23])([CH3:22])[C:19]([OH:21])=[O:20])[CH2:13][CH2:12]3)[C:4]=2[CH:3]=1. The yield is 0.980.